Dataset: Reaction yield outcomes from USPTO patents with 853,638 reactions. Task: Predict the reaction yield, written as a fraction of the theoretical maximum amount of product (1.0 means a 100% yield; for example, 0.34 means a 34% yield). (1) The reactants are [CH3:1][O:2]C1N=C(C(O)=O)C=CC=1.C(N([CH2:17][CH3:18])CC)C.Cl.CN(C)[CH2:22][CH2:23][CH2:24][N:25]=[C:26]=NCC.[OH:31]N1C2C=CC=CC=2N=N1.Br.Br.[NH2:43][CH:44]1[C:50]2=[N:51][C:52]([C:56]3[CH:61]=[CH:60][N:59]=[CH:58][N:57]=3)=[CH:53][C:54](=[O:55])[N:49]2[CH2:48][CH2:47][NH:46][CH2:45]1. The catalyst is ClCCl.O. The product is [CH3:1][O:2][C:26]1[N:25]=[CH:24][CH:23]=[CH:22][C:18]=1[C:17]([NH:43][CH:44]1[C:50]2=[N:51][C:52]([C:56]3[CH:61]=[CH:60][N:59]=[CH:58][N:57]=3)=[CH:53][C:54](=[O:55])[N:49]2[CH2:48][CH2:47][NH:46][CH2:45]1)=[O:31]. The yield is 0.900. (2) The reactants are [F-].C([N+](CCCC)(CCCC)CCCC)CCC.C([SiH2][O:24][C:25](C)(C)[C:26]1[CH:31]=[N:30][C:29]([O:32][CH2:33][CH2:34][C:35]2[N:36]=[C:37]([C:41]3[CH:46]=[CH:45][CH:44]=[CH:43][CH:42]=3)[O:38][C:39]=2[CH3:40])=[CH:28][N:27]=1)(C)(C)C. The catalyst is O1CCCC1. The product is [CH3:40][C:39]1[O:38][C:37]([C:41]2[CH:46]=[CH:45][CH:44]=[CH:43][CH:42]=2)=[N:36][C:35]=1[CH2:34][CH2:33][O:32][C:29]1[N:30]=[CH:31][C:26]([CH2:25][OH:24])=[N:27][CH:28]=1. The yield is 0.210.